This data is from Forward reaction prediction with 1.9M reactions from USPTO patents (1976-2016). The task is: Predict the product of the given reaction. Given the reactants [Cl:1][C:2]1[CH:7]=[CH:6][C:5]([C:8]([C:10]2[C:14]([CH3:15])=[C:13]([CH3:16])[S:12][CH:11]=2)=[O:9])=[CH:4][CH:3]=1.[Br:17]N1C(=O)CCC1=O, predict the reaction product. The product is: [Br:17][C:11]1[S:12][C:13]([CH3:16])=[C:14]([CH3:15])[C:10]=1[C:8]([C:5]1[CH:4]=[CH:3][C:2]([Cl:1])=[CH:7][CH:6]=1)=[O:9].